This data is from Reaction yield outcomes from USPTO patents with 853,638 reactions. The task is: Predict the reaction yield, written as a fraction of the theoretical maximum amount of product (1.0 means a 100% yield; for example, 0.34 means a 34% yield). (1) The reactants are [N:1]1[CH:6]=[CH:5][CH:4]=[C:3]([NH:7][C:8](=[O:15])OCC(Cl)(Cl)Cl)[CH:2]=1.[F:16][C:17]1[CH:22]=[C:21]([F:23])[CH:20]=[CH:19][C:18]=1[C:24]1[CH:29]=[CH:28][N:27]=[C:26]([N:30]2[CH2:35][CH2:34][NH:33][CH2:32][CH2:31]2)[N:25]=1. The catalyst is C(OCC)(=O)C.CCCCCC. The product is [F:16][C:17]1[CH:22]=[C:21]([F:23])[CH:20]=[CH:19][C:18]=1[C:24]1[CH:29]=[CH:28][N:27]=[C:26]([N:30]2[CH2:31][CH2:32][N:33]([C:8]([NH:7][C:3]3[CH:2]=[N:1][CH:6]=[CH:5][CH:4]=3)=[O:15])[CH2:34][CH2:35]2)[N:25]=1. The yield is 0.360. (2) The reactants are [OH:1][C:2]1[CH:3]=[C:4]([CH:7]=[CH:8][CH:9]=1)[C:5]#[N:6].Br[CH2:11][CH:12]=[C:13]([CH3:15])[CH3:14].C(=O)([O-])[O-].[K+].[K+].O. The catalyst is CN(C)C=O. The product is [CH3:14][C:13]([CH3:15])=[CH:12][CH2:11][O:1][C:2]1[CH:3]=[C:4]([CH:7]=[CH:8][CH:9]=1)[C:5]#[N:6]. The yield is 0.994. (3) The product is [Cl:23][C:20]1[CH:21]=[CH:22][C:17]([C:15]2[N:16]=[C:11]([C:8]([O:10][CH3:1])=[O:9])[C:12]3[CH:30]=[CH:29][CH:28]=[N:27][C:13]=3[N:14]=2)=[C:18]([F:26])[C:19]=1[O:24][CH3:25]. The reactants are [CH3:1][Si](C=[N+]=[N-])(C)C.[C:8]([C:11]1[C:12]2[CH:30]=[CH:29][CH:28]=[N:27][C:13]=2[N:14]=[C:15]([C:17]2[CH:22]=[CH:21][C:20]([Cl:23])=[C:19]([O:24][CH3:25])[C:18]=2[F:26])[N:16]=1)([OH:10])=[O:9].C(O)(=O)C. The catalyst is CO.ClCCl. The yield is 0.0900. (4) The reactants are [NH:1]1[CH:5]=[CH:4][N:3]=[C:2]1[NH:6][C:7]([C:9]1[C:17]2[N:16]=[C:15]([NH:18][C:19]([C:21]3[CH:22]=[N:23][CH:24]=[C:25]([C:27]#[C:28][C:29]4[CH:34]=[CH:33][CH:32]=[CH:31][CH:30]=4)[CH:26]=3)=[O:20])[NH:14][C:13]=2[CH:12]=[CH:11][CH:10]=1)=[O:8]. The catalyst is CO.C(O)(=O)C.[Pd]. The product is [NH:3]1[CH:4]=[CH:5][N:1]=[C:2]1[NH:6][C:7]([C:9]1[C:17]2[N:16]=[C:15]([NH:18][C:19]([C:21]3[CH:22]=[N:23][CH:24]=[C:25]([CH2:27][CH2:28][C:29]4[CH:34]=[CH:33][CH:32]=[CH:31][CH:30]=4)[CH:26]=3)=[O:20])[NH:14][C:13]=2[CH:12]=[CH:11][CH:10]=1)=[O:8]. The yield is 0.880. (5) The reactants are [H-].[Na+].[C:3]([O:11][CH2:12][CH3:13])(=[O:10])[CH2:4][C:5]([O:7][CH2:8][CH3:9])=[O:6].F[C:15]1[CH:20]=[C:19]([CH3:21])[CH:18]=[CH:17][C:16]=1[N+:22]([O-:24])=[O:23].C(OCC)(=O)C.CCCCCC. The catalyst is CS(C)=O. The product is [CH3:21][C:19]1[CH:20]=[CH:15][C:16]([N+:22]([O-:24])=[O:23])=[C:17]([CH:4]([C:5]([O:7][CH2:8][CH3:9])=[O:6])[C:3]([O:11][CH2:12][CH3:13])=[O:10])[CH:18]=1. The yield is 0.990. (6) The reactants are [O:1]1[CH2:6][CH2:5][O:4][CH2:3][CH:2]1[C:7]([OH:9])=[O:8].[C:10](=O)([O-])[O-].[K+].[K+].IC.O. The catalyst is CN(C)C=O.[Cl-].[Na+].O. The product is [CH3:10][O:8][C:7]([CH:2]1[CH2:3][O:4][CH2:5][CH2:6][O:1]1)=[O:9]. The yield is 0.950. (7) The reactants are Cl[C:2]1[CH:7]=[CH:6][N:5]=[CH:4][C:3]=1[N+:8]([O-:10])=[O:9].[CH:11]1(B(O)O)[CH2:13][CH2:12]1.C1(C)C(C)=CC=CC=1.C(=O)([O-])[O-].[K+].[K+]. The catalyst is CCCCCC.C1C=CC([P]([Pd]([P](C2C=CC=CC=2)(C2C=CC=CC=2)C2C=CC=CC=2)([P](C2C=CC=CC=2)(C2C=CC=CC=2)C2C=CC=CC=2)[P](C2C=CC=CC=2)(C2C=CC=CC=2)C2C=CC=CC=2)(C2C=CC=CC=2)C2C=CC=CC=2)=CC=1.C(OC(=O)C)C. The product is [CH:11]1([C:2]2[CH:7]=[CH:6][N:5]=[CH:4][C:3]=2[N+:8]([O-:10])=[O:9])[CH2:13][CH2:12]1. The yield is 1.00.